Dataset: CYP1A2 inhibition data for predicting drug metabolism from PubChem BioAssay. Task: Regression/Classification. Given a drug SMILES string, predict its absorption, distribution, metabolism, or excretion properties. Task type varies by dataset: regression for continuous measurements (e.g., permeability, clearance, half-life) or binary classification for categorical outcomes (e.g., BBB penetration, CYP inhibition). Dataset: cyp1a2_veith. The drug is CCOc1cc(CNCCc2ccc(S(N)(=O)=O)cc2)cc(Cl)c1OCc1ccccc1.Cl. The result is 1 (inhibitor).